From a dataset of Forward reaction prediction with 1.9M reactions from USPTO patents (1976-2016). Predict the product of the given reaction. (1) Given the reactants C(OC([N:11]1[C:20]2[C:15](=[CH:16][CH:17]=[CH:18][CH:19]=2)[CH:14]([N:21]([C:25](=[O:27])[CH3:26])[CH:22]2[CH2:24][CH2:23]2)[CH2:13][CH:12]1[CH3:28])=O)C1C=CC=CC=1, predict the reaction product. The product is: [CH:22]1([N:21]([CH:14]2[C:15]3[C:20](=[CH:19][CH:18]=[CH:17][CH:16]=3)[NH:11][CH:12]([CH3:28])[CH2:13]2)[C:25](=[O:27])[CH3:26])[CH2:23][CH2:24]1. (2) Given the reactants [C:1]([C:3]1[CH:8]=[CH:7][CH:6]=[CH:5][N:4]=1)#[CH:2].C([Mg]Br)C.[CH3:13][C:14]1([CH3:23])[CH2:19][C:18]([CH3:21])([CH3:20])[CH2:17][C:16](=[O:22])[CH2:15]1.C(OCC)(=O)C, predict the reaction product. The product is: [CH3:20][C:18]1([CH3:21])[CH2:19][C:14]([CH3:23])([CH3:13])[CH2:15][C:16]([C:2]#[C:1][C:3]2[CH:8]=[CH:7][CH:6]=[CH:5][N:4]=2)([OH:22])[CH2:17]1. (3) Given the reactants [OH-].[Na+].C[O:4][C:5](=[O:20])[C:6]1[CH:11]=[CH:10][C:9]([F:12])=[CH:8][C:7]=1[O:13][C:14]([F:19])([F:18])[CH:15]([F:17])[F:16], predict the reaction product. The product is: [F:12][C:9]1[CH:10]=[CH:11][C:6]([C:5]([OH:20])=[O:4])=[C:7]([O:13][C:14]([F:18])([F:19])[CH:15]([F:17])[F:16])[CH:8]=1. (4) The product is: [Cl:13][CH:3]([S:2][CH3:1])[C:4]([NH:6][C:7]([CH3:12])([C:9]#[C:10][CH3:11])[CH3:8])=[O:5]. Given the reactants [CH3:1][S:2][CH2:3][C:4]([NH:6][C:7]([CH3:12])([C:9]#[C:10][CH3:11])[CH3:8])=[O:5].[Cl:13]N1C(=O)CCC1=O, predict the reaction product. (5) Given the reactants [Cl:1][C:2]1[CH:7]=[CH:6][CH:5]=[CH:4][C:3]=1[C:8]1[CH:19]=[C:18]2[C:14]([CH:15]=[CH:16][N:17]2[CH3:20])=[C:13]2[C:9]=1[C:10](=[O:22])[NH:11][C:12]2=[O:21].C1C(=O)N([Br:30])C(=O)C1.C(OCC)(=O)C, predict the reaction product. The product is: [Br:30][C:15]1[C:14]2[C:18](=[CH:19][C:8]([C:3]3[CH:4]=[CH:5][CH:6]=[CH:7][C:2]=3[Cl:1])=[C:9]3[C:13]=2[C:12](=[O:21])[NH:11][C:10]3=[O:22])[N:17]([CH3:20])[CH:16]=1. (6) Given the reactants [NH2:1][C:2]1[C:11]([NH2:12])=[C:10]2[C:5]([C:6](=[O:19])[CH:7]=[C:8]([C:13]3[CH:18]=[CH:17][CH:16]=[CH:15][CH:14]=3)[O:9]2)=[CH:4][CH:3]=1.C1N=CN([C:25](N2C=NC=C2)=[O:26])C=1, predict the reaction product. The product is: [C:13]1([C:8]2[O:9][C:10]3[C:11]4[NH:12][C:25](=[O:26])[NH:1][C:2]=4[CH:3]=[CH:4][C:5]=3[C:6](=[O:19])[CH:7]=2)[CH:18]=[CH:17][CH:16]=[CH:15][CH:14]=1.